From a dataset of Forward reaction prediction with 1.9M reactions from USPTO patents (1976-2016). Predict the product of the given reaction. Given the reactants CNC(C1C=CC(CCC(O)=O)=CC=1)=O.NCC(N(C1C=CC(Cl)=C(COC2C3N=C(OC)N(CC4C=CC=CN=4)C=3C=CC=2)C=1Cl)C)=O.[Cl:50][C:51]1[C:56]([CH2:57][O:58][C:59]2[C:67]3[N:66]=[C:65]([O:68][CH3:69])[N:64]([CH2:70][C:71]4[CH:76]=[CH:75][CH:74]=[CH:73][N:72]=4)[C:63]=3[CH:62]=[CH:61][CH:60]=2)=[C:55]([Cl:77])[CH:54]=[CH:53][C:52]=1[N:78]([CH3:100])[C:79](=[O:99])[CH2:80][NH:81][C:82](=[O:98])[CH2:83][CH2:84][C:85]1[CH:97]=[CH:96][C:88]([C:89]([NH:91][CH2:92]COC)=[O:90])=[CH:87][CH:86]=1, predict the reaction product. The product is: [Cl:50][C:51]1[C:56]([CH2:57][O:58][C:59]2[C:67]3[N:66]=[C:65]([O:68][CH3:69])[N:64]([CH2:70][C:71]4[CH:76]=[CH:75][CH:74]=[CH:73][N:72]=4)[C:63]=3[CH:62]=[CH:61][CH:60]=2)=[C:55]([Cl:77])[CH:54]=[CH:53][C:52]=1[N:78]([CH3:100])[C:79](=[O:99])[CH2:80][NH:81][C:82](=[O:98])[CH2:83][CH2:84][C:85]1[CH:86]=[CH:87][C:88]([C:89]([NH:91][CH3:92])=[O:90])=[CH:96][CH:97]=1.